This data is from Forward reaction prediction with 1.9M reactions from USPTO patents (1976-2016). The task is: Predict the product of the given reaction. (1) Given the reactants C([O:3][C:4](=[O:26])[CH2:5][C:6]1[CH:11]=[CH:10][CH:9]=[C:8]([O:12][C:13]2[CH:18]=[CH:17][CH:16]=[CH:15][C:14]=2[CH2:19][N:20]2[CH2:24][CH2:23][O:22][C:21]2=[O:25])[CH:7]=1)C.[OH-].[Li+], predict the reaction product. The product is: [O:25]=[C:21]1[N:20]([CH2:19][C:14]2[CH:15]=[CH:16][CH:17]=[CH:18][C:13]=2[O:12][C:8]2[CH:7]=[C:6]([CH2:5][C:4]([OH:26])=[O:3])[CH:11]=[CH:10][CH:9]=2)[CH2:24][CH2:23][O:22]1. (2) Given the reactants Cl[CH2:2][C:3]1[N:4]=[C:5]2[N:10]=[CH:9][C:8]([C:11]3[CH:16]=[CH:15][C:14]([F:17])=[CH:13][C:12]=3[C:18]([F:21])([F:20])[F:19])=[N:7][N:6]2[CH:22]=1.[OH:23][C:24]1[CH:29]=[CH:28][CH:27]=[CH:26][N:25]=1, predict the reaction product. The product is: [F:17][C:14]1[CH:15]=[CH:16][C:11]([C:8]2[CH:9]=[N:10][C:5]3[N:6]([CH:22]=[C:3]([CH2:2][O:23][C:24]4[CH:29]=[CH:28][CH:27]=[CH:26][N:25]=4)[N:4]=3)[N:7]=2)=[C:12]([C:18]([F:21])([F:20])[F:19])[CH:13]=1.